From a dataset of TCR-epitope binding with 47,182 pairs between 192 epitopes and 23,139 TCRs. Binary Classification. Given a T-cell receptor sequence (or CDR3 region) and an epitope sequence, predict whether binding occurs between them. (1) The epitope is AMFWSVPTV. The TCR CDR3 sequence is CASSLVGGLSNQPQHF. Result: 1 (the TCR binds to the epitope). (2) Result: 0 (the TCR does not bind to the epitope). The epitope is TVYDPLQPELDSFK. The TCR CDR3 sequence is CASSFSEAFF.